Dataset: Catalyst prediction with 721,799 reactions and 888 catalyst types from USPTO. Task: Predict which catalyst facilitates the given reaction. (1) Reactant: Cl[C:2]1[C:11]2[C:6](=[CH:7][CH:8]=[C:9]([CH2:12][CH3:13])[CH:10]=2)[N:5]=[CH:4][C:3]=1[N+:14]([O-:16])=[O:15].[Cl:17][C:18]1[CH:24]=[CH:23][CH:22]=[CH:21][C:19]=1[NH2:20]. Product: [Cl:17][C:18]1[CH:24]=[CH:23][CH:22]=[CH:21][C:19]=1[NH:20][C:2]1[C:11]2[C:6](=[CH:7][CH:8]=[C:9]([CH2:12][CH3:13])[CH:10]=2)[N:5]=[CH:4][C:3]=1[N+:14]([O-:16])=[O:15]. The catalyst class is: 15. (2) Reactant: [C:1]([O:9][CH2:10][CH:11]=[O:12])(=O)[C:2]1[CH:7]=[CH:6][CH:5]=[CH:4][CH:3]=1.[CH3:13][CH2:14][Mg+].[Br-]. Product: [CH2:1]([O:9][CH2:10][CH:11]([OH:12])[CH2:13][CH3:14])[C:2]1[CH:7]=[CH:6][CH:5]=[CH:4][CH:3]=1. The catalyst class is: 1.